From a dataset of Full USPTO retrosynthesis dataset with 1.9M reactions from patents (1976-2016). Predict the reactants needed to synthesize the given product. (1) The reactants are: [H-].[Al+3].[Li+].[H-].[H-].[H-].[F:7][C:8]1([C:21](OCC)=[O:22])[CH2:13][CH2:12][N:11]([C:14]([O:16][C:17]([CH3:20])([CH3:19])[CH3:18])=[O:15])[CH2:10][CH2:9]1.CCOCC. Given the product [F:7][C:8]1([CH2:21][OH:22])[CH2:9][CH2:10][N:11]([C:14]([O:16][C:17]([CH3:18])([CH3:19])[CH3:20])=[O:15])[CH2:12][CH2:13]1, predict the reactants needed to synthesize it. (2) Given the product [SH:19][C:16]([CH3:17])([CH3:15])[C:24]([O:3][CH2:2][CH2:1][O:4][C:7](=[O:9])[C:6]([SH:5])([CH3:11])[CH3:10])=[O:27], predict the reactants needed to synthesize it. The reactants are: [CH2:1]([OH:4])[CH2:2][OH:3].[SH:5][C:6]([CH3:11])([CH3:10])[C:7]([OH:9])=O.O.C1(C)C=[CH:17][C:16]([S:19](O)(=O)=O)=[CH:15]C=1.[C:24](=[O:27])([O-])O.[Na+].